From a dataset of Full USPTO retrosynthesis dataset with 1.9M reactions from patents (1976-2016). Predict the reactants needed to synthesize the given product. (1) The reactants are: CP(C)C.C1(OP([N:21]2[C:29]3[C:24](=[CH:25][C:26]([Cl:30])=[CH:27][CH:28]=3)[C:23]([C@H:31]3[C:39]4[C:34](=[CH:35][CH:36]=[CH:37][CH:38]=4)[C@H:33]([N:40]=[N+]=[N-])[CH2:32]3)=[CH:22]2)(=O)OC2C=CC=CC=2)C=CC=CC=1.C(OCC)(=O)C.CO. Given the product [Cl:30][C:26]1[CH:25]=[C:24]2[C:29](=[CH:28][CH:27]=1)[NH:21][CH:22]=[C:23]2[C@H:31]1[C:39]2[C:34](=[CH:35][CH:36]=[CH:37][CH:38]=2)[C@H:33]([NH2:40])[CH2:32]1, predict the reactants needed to synthesize it. (2) Given the product [NH2:32][C:30]1[C:31]2[C:23]([C:11]3[CH:12]=[C:13]([O:16][CH2:17][C@@H:18]4[CH2:22][CH2:21][CH2:20][O:19]4)[CH:14]=[CH:15][C:10]=3[F:9])=[CH:24][N:25]([C@@H:33]3[CH2:34][C@H:35]([N:37]4[CH2:38][CH2:39][N:40]([C:5](=[O:4])[CH2:6][OH:7])[CH2:41][CH2:42]4)[CH2:36]3)[C:26]=2[N:27]=[CH:28][N:29]=1, predict the reactants needed to synthesize it. The reactants are: C([O:4][CH2:5][C:6](Cl)=[O:7])(=O)C.[F:9][C:10]1[CH:15]=[CH:14][C:13]([O:16][CH2:17][C@@H:18]2[CH2:22][CH2:21][CH2:20][O:19]2)=[CH:12][C:11]=1[C:23]1[C:31]2[C:30]([NH2:32])=[N:29][CH:28]=[N:27][C:26]=2[N:25]([C@H:33]2[CH2:36][C@@H:35]([N:37]3[CH2:42][CH2:41][NH:40][CH2:39][CH2:38]3)[CH2:34]2)[CH:24]=1.C(N(CC)CC)C. (3) Given the product [N:3]1[C:4]2[C:9](=[CH:8][CH:7]=[CH:6][CH:5]=2)[CH:10]=[CH:11][C:2]=1[C:20]1[CH:21]=[CH:22][C:23]([C:26]#[N:27])=[N:24][CH:25]=1, predict the reactants needed to synthesize it. The reactants are: Cl[C:2]1[CH:11]=[CH:10][C:9]2[C:4](=[CH:5][CH:6]=[CH:7][CH:8]=2)[N:3]=1.CC1(C)C(C)(C)OB([C:20]2[CH:21]=[CH:22][C:23]([C:26]#[N:27])=[N:24][CH:25]=2)O1.